Dataset: Catalyst prediction with 721,799 reactions and 888 catalyst types from USPTO. Task: Predict which catalyst facilitates the given reaction. (1) Reactant: [Br:1][C:2]1[CH:3]=[N:4][N:5]([CH3:16])[C:6]=1[C:7]1[CH:8]=[C:9]([C:13]([OH:15])=O)[S:10][C:11]=1[Cl:12].CCN(C(C)C)C(C)C.[NH2:26][C@@H:27]([CH2:40][CH:41]1[CH2:46][CH2:45][CH2:44][CH2:43][CH2:42]1)[CH2:28][N:29]1[C:37](=[O:38])[C:36]2[C:31](=[CH:32][CH:33]=[CH:34][CH:35]=2)[C:30]1=[O:39].F[P-](F)(F)(F)(F)F.Br[P+](N1CCCC1)(N1CCCC1)N1CCCC1. Product: [Br:1][C:2]1[CH:3]=[N:4][N:5]([CH3:16])[C:6]=1[C:7]1[CH:8]=[C:9]([C:13]([NH:26][C@H:27]([CH2:28][N:29]2[C:37](=[O:38])[C:36]3[C:31](=[CH:32][CH:33]=[CH:34][CH:35]=3)[C:30]2=[O:39])[CH2:40][CH:41]2[CH2:46][CH2:45][CH2:44][CH2:43][CH2:42]2)=[O:15])[S:10][C:11]=1[Cl:12]. The catalyst class is: 2. (2) Reactant: [N+](=[CH:3][C:4]([O:6][CH2:7][CH3:8])=[O:5])=[N-].[CH2:9]([O:16][CH2:17][CH:18]=[CH2:19])[C:10]1[CH:15]=[CH:14][CH:13]=[CH:12][CH:11]=1. Product: [CH2:9]([O:16][CH2:17][CH:18]1[CH2:19][CH:3]1[C:4]([O:6][CH2:7][CH3:8])=[O:5])[C:10]1[CH:15]=[CH:14][CH:13]=[CH:12][CH:11]=1. The catalyst class is: 28.